From a dataset of Forward reaction prediction with 1.9M reactions from USPTO patents (1976-2016). Predict the product of the given reaction. (1) Given the reactants [Cl:1][C:2]1[CH:3]=[C:4]([CH:21]=[CH:22][CH:23]=1)[CH2:5][NH:6][C:7](=[O:20])[C:8]1[CH:13]=[C:12]([N+:14]([O-])=O)[C:11]([CH3:17])=[C:10]([O:18][CH3:19])[CH:9]=1.[Sn](Cl)Cl.NC1C=CC=CC=1, predict the reaction product. The product is: [NH2:14][C:12]1[CH:13]=[C:8]([CH:9]=[C:10]([O:18][CH3:19])[C:11]=1[CH3:17])[C:7]([NH:6][CH2:5][C:4]1[CH:21]=[CH:22][CH:23]=[C:2]([Cl:1])[CH:3]=1)=[O:20]. (2) Given the reactants CI.[NH:3]1[C:7]2[CH:8]=[CH:9][CH:10]=[CH:11][C:6]=2[N:5]=[C:4]1[S:12][C:13]1[O:17][C:16](/[CH:18]=[C:19]2/[C:20](=[O:28])[N:21]([CH:25]([CH3:27])[CH3:26])[C:22](=[O:24])[S:23]/2)=[CH:15][CH:14]=1.[C:29]([O-])([O-])=O.[K+].[K+], predict the reaction product. The product is: [CH:25]([N:21]1[C:20](=[O:28])/[C:19](=[CH:18]/[C:16]2[O:17][C:13]([S:12][C:4]3[N:5]([CH3:29])[C:6]4[CH:11]=[CH:10][CH:9]=[CH:8][C:7]=4[N:3]=3)=[CH:14][CH:15]=2)/[S:23][C:22]1=[O:24])([CH3:26])[CH3:27]. (3) Given the reactants Br[C:2]1[C:3]([O:12][CH3:13])=[CH:4][C:5]([O:10][CH3:11])=[C:6]([CH:9]=1)[CH:7]=[O:8].[S:14]1[C:18](B(O)O)=[CH:17][C:16]2[CH:22]=[CH:23][CH:24]=[CH:25][C:15]1=2.C(=O)([O-])[O-].[Na+].[Na+].O, predict the reaction product. The product is: [S:14]1[C:18]([C:2]2[C:3]([O:12][CH3:13])=[CH:4][C:5]([O:10][CH3:11])=[C:6]([CH:9]=2)[CH:7]=[O:8])=[CH:17][C:16]2[CH:22]=[CH:23][CH:24]=[CH:25][C:15]1=2. (4) Given the reactants [CH3:1][CH:2]1[CH:6]2[C:7]([O:9][CH:10]=[C:11]([CH3:12])[CH:5]2[CH2:4][CH2:3]1)=[O:8], predict the reaction product. The product is: [CH3:1][CH:2]1[CH:6]([C:7]([OH:9])=[O:8])[CH:5]([CH:11]([CH3:12])[CH3:10])[CH2:4][CH2:3]1. (5) The product is: [OH:6][CH:3]([CH2:4][OH:5])[CH2:2][NH:1][C:9]([C:11]1[C:15]([NH:16][C:17]([C:19]2[C:24]([NH:25][C:26]3[CH:27]=[N:28][CH:29]=[N:30][CH:31]=3)=[CH:23][CH:22]=[C:21]([CH:32]3[CH2:34][CH2:33]3)[N:20]=2)=[O:18])=[CH:14][N:13]([CH3:35])[N:12]=1)=[O:8]. Given the reactants [NH2:1][CH2:2][CH:3]([OH:6])[CH2:4][OH:5].C[O:8][C:9]([C:11]1[C:15]([NH:16][C:17]([C:19]2[C:24]([NH:25][C:26]3[CH:27]=[N:28][CH:29]=[N:30][CH:31]=3)=[CH:23][CH:22]=[C:21]([CH:32]3[CH2:34][CH2:33]3)[N:20]=2)=[O:18])=[CH:14][N:13]([CH3:35])[N:12]=1)=O, predict the reaction product. (6) Given the reactants C(OCCBr)(=O)C.C(=O)([O-])[O-].[K+].[K+].[CH2:14]([O:16][C:17]([C:19]1[C:20]([S:36][CH3:37])=[N:21][N:22]2[CH:27]=[C:26]([CH2:28][O:29][CH:30]3[CH2:35][CH2:34][CH2:33][CH2:32][O:31]3)[CH:25]=[CH:24][C:23]=12)=[O:18])[CH3:15], predict the reaction product. The product is: [CH2:14]([O:16][C:17]([C:19]1[C:20]([S:36][CH3:37])=[N:21][N:22]2[CH:23]=[CH:24][CH:25]=[C:26]([CH2:28][O:29][CH:30]3[CH2:35][CH2:34][CH2:33][CH2:32][O:31]3)[C:27]=12)=[O:18])[CH3:15]. (7) Given the reactants [Si]([O:8][CH:9]([CH3:38])[CH:10]([NH:17][C:18](=[O:37])[CH2:19][N:20]1[CH2:23][C:22]2([CH2:27][CH2:26][CH2:25][N:24]2[C:28]([C:30]2[N:34]([CH3:35])[N:33]=[CH:32][N:31]=2)=[O:29])[C:21]1=[O:36])[C:11]1[N:16]=[CH:15][CH:14]=[CH:13][N:12]=1)(C(C)(C)C)(C)C.CCCC[N+](CCCC)(CCCC)CCCC.[F-], predict the reaction product. The product is: [OH:8][CH:9]([CH3:38])[CH:10]([NH:17][C:18](=[O:37])[CH2:19][N:20]1[CH2:23][C:22]2([CH2:27][CH2:26][CH2:25][N:24]2[C:28]([C:30]2[N:34]([CH3:35])[N:33]=[CH:32][N:31]=2)=[O:29])[C:21]1=[O:36])[C:11]1[N:12]=[CH:13][CH:14]=[CH:15][N:16]=1. (8) Given the reactants [Cl:1][C:2]1[N:3]=[C:4](Cl)[C:5]2[S:10][CH:9]=[C:8]([CH3:11])[C:6]=2[N:7]=1.[CH2:13]([NH2:16])[C:14]#[CH:15], predict the reaction product. The product is: [Cl:1][C:2]1[N:3]=[C:4]([NH:16][CH2:13][C:14]#[CH:15])[C:5]2[S:10][CH:9]=[C:8]([CH3:11])[C:6]=2[N:7]=1. (9) Given the reactants C([Li])(C)(C)C.Br[C:7]1[N:12]=[C:11]([CH3:13])[C:10]([O:14][CH3:15])=[C:9]([CH3:16])[CH:8]=1.[C:17]([C:19]1[C:24]([C:25]([C:33]2[CH:38]=[CH:37][CH:36]=[C:35]([O:39][CH2:40][CH2:41][CH:42]([F:44])[F:43])[CH:34]=2)=[N:26]S(C(C)(C)C)=O)=[CH:23][CH:22]=[CH:21][N:20]=1)#[N:18].Cl, predict the reaction product. The product is: [F:43][CH:42]([F:44])[CH2:41][CH2:40][O:39][C:35]1[CH:34]=[C:33]([C:25]2([C:7]3[CH:8]=[C:9]([CH3:16])[C:10]([O:14][CH3:15])=[C:11]([CH3:13])[N:12]=3)[C:24]3[C:19](=[N:20][CH:21]=[CH:22][CH:23]=3)[C:17]([NH2:18])=[N:26]2)[CH:38]=[CH:37][CH:36]=1.